The task is: Predict the product of the given reaction.. This data is from Forward reaction prediction with 1.9M reactions from USPTO patents (1976-2016). (1) Given the reactants Cl[C:2]1[CH:7]=[C:6]([O:8][CH3:9])[N:5]=[C:4]([S:10][CH3:11])[N:3]=1.CC1(C)C(C)(C)OB([C:20]2[CH:29]=[CH:28][C:23]3[NH:24][C:25]([NH2:27])=[N:26][C:22]=3[CH:21]=2)O1, predict the reaction product. The product is: [CH3:9][O:8][C:6]1[N:5]=[C:4]([S:10][CH3:11])[N:3]=[C:2]([C:20]2[CH:29]=[CH:28][C:23]3[NH:24][C:25]([NH2:27])=[N:26][C:22]=3[CH:21]=2)[CH:7]=1. (2) Given the reactants Cl[C:2]1([C:13]2[CH:18]=[CH:17][CH:16]=[CH:15][C:14]=2[O:19][CH3:20])[C:10]2[C:5](=[CH:6][CH:7]=[C:8]([Cl:11])[CH:9]=2)[NH:4][C:3]1=[O:12].[OH:21][CH2:22][CH2:23][NH:24][C@@H:25]([CH3:31])[C:26]([N:28]([CH3:30])[CH3:29])=[O:27], predict the reaction product. The product is: [Cl:11][C:8]1[CH:9]=[C:10]2[C:5](=[CH:6][CH:7]=1)[NH:4][C:3](=[O:12])[C:2]2([N:24]([CH2:23][CH2:22][OH:21])[C@@H:25]([CH3:31])[C:26]([N:28]([CH3:30])[CH3:29])=[O:27])[C:13]1[CH:18]=[CH:17][CH:16]=[CH:15][C:14]=1[O:19][CH3:20]. (3) Given the reactants Cl.O1[C:6]2([CH2:11][CH2:10][CH:9]([N:12]3[CH2:17][CH2:16][O:15][CH2:14][CH2:13]3)[CH2:8][CH2:7]2)[O:5]CC1.Cl.C([O-])(O)=O.[Na+], predict the reaction product. The product is: [N:12]1([CH:9]2[CH2:8][CH2:7][C:6](=[O:5])[CH2:11][CH2:10]2)[CH2:13][CH2:14][O:15][CH2:16][CH2:17]1. (4) Given the reactants [NH2:1][C:2]1[N:10]=[CH:9][N:8]=[C:7]2[C:3]=1[NH:4][C:5](=[O:26])[N:6]2[C:11]1[CH:12]=[C:13]([N:17]([CH3:25])[C:18](=[O:24])[O:19][C:20]([CH3:23])([CH3:22])[CH3:21])[CH:14]=[CH:15][CH:16]=1.[CH3:27][O:28][C:29]([C:31]1[CH:36]=[CH:35][C:34](B(O)O)=[CH:33][CH:32]=1)=[O:30].C(N(CC)CC)C, predict the reaction product. The product is: [NH2:1][C:2]1[N:10]=[CH:9][N:8]=[C:7]2[C:3]=1[N:4]([C:34]1[CH:35]=[CH:36][C:31]([C:29]([O:28][CH3:27])=[O:30])=[CH:32][CH:33]=1)[C:5](=[O:26])[N:6]2[C:11]1[CH:16]=[CH:15][CH:14]=[C:13]([N:17]([C:18]([O:19][C:20]([CH3:22])([CH3:23])[CH3:21])=[O:24])[CH3:25])[CH:12]=1. (5) Given the reactants [C:1]([OH:15])(=[O:14])[CH2:2][CH2:3][NH:4][C:5](=[O:13])[C@H:6]([C:8]([CH2:11][OH:12])([CH3:10])[CH3:9])[OH:7].[Ca:16], predict the reaction product. The product is: [C:1]([O-:15])(=[O:14])[CH2:2][CH2:3][NH:4][C:5](=[O:13])[C@H:6]([C:8]([CH2:11][OH:12])([CH3:10])[CH3:9])[OH:7].[Ca+2:16].[C:1]([O-:15])(=[O:14])[CH2:2][CH2:3][NH:4][C:5](=[O:13])[C@H:6]([C:8]([CH2:11][OH:12])([CH3:10])[CH3:9])[OH:7].[CH3:9][C:8]1([CH3:10])[C@@H:6]([OH:7])[C:5](=[O:13])[O:12][CH2:11]1.